Dataset: Full USPTO retrosynthesis dataset with 1.9M reactions from patents (1976-2016). Task: Predict the reactants needed to synthesize the given product. (1) Given the product [F:1][C:2]1[CH:7]=[CH:6][CH:5]=[C:4]([F:8])[C:3]=1[N:9]1[C:14]2[N:15]=[C:16]([NH:47][CH:44]3[CH2:45][CH2:46][N:41]([CH3:40])[CH2:42][CH2:43]3)[N:17]=[C:18]([C:19]3[CH:20]=[C:21]([CH:32]=[CH:33][C:34]=3[CH3:35])[C:22]([NH:24][C:25]3[CH:30]=[CH:29][C:28]([F:31])=[CH:27][CH:26]=3)=[O:23])[C:13]=2[CH2:12][NH:11][C:10]1=[O:39], predict the reactants needed to synthesize it. The reactants are: [F:1][C:2]1[CH:7]=[CH:6][CH:5]=[C:4]([F:8])[C:3]=1[N:9]1[C:14]2[N:15]=[C:16](S(C)=O)[N:17]=[C:18]([C:19]3[CH:20]=[C:21]([CH:32]=[CH:33][C:34]=3[CH3:35])[C:22]([NH:24][C:25]3[CH:30]=[CH:29][C:28]([F:31])=[CH:27][CH:26]=3)=[O:23])[C:13]=2[CH2:12][NH:11][C:10]1=[O:39].[CH3:40][N:41]1[CH2:46][CH2:45][CH:44]([NH2:47])[CH2:43][CH2:42]1.C(N(CC)C(C)C)(C)C. (2) Given the product [C:19]([N:12]1[C:13]2[C:18](=[CH:17][N:16]=[CH:15][CH:14]=2)[C:10]([C:7]2[CH2:8][CH:9]3[N:4]([CH2:3][CH2:2][CH2:1]3)[CH2:5][CH:6]=2)=[CH:11]1)(=[O:26])[C:20]1[CH:25]=[CH:24][CH:23]=[CH:22][CH:21]=1, predict the reactants needed to synthesize it. The reactants are: [CH2:1]1[CH:9]2[N:4]([CH2:5][CH:6]=[C:7]([C:10]3[C:18]4[C:13](=[CH:14][CH:15]=[N:16][CH:17]=4)[NH:12][CH:11]=3)[CH2:8]2)[CH2:3][CH2:2]1.[C:19](Cl)(=[O:26])[C:20]1[CH:25]=[CH:24][CH:23]=[CH:22][CH:21]=1.C[Si]([N-][Si](C)(C)C)(C)C.[Na+].